Dataset: Forward reaction prediction with 1.9M reactions from USPTO patents (1976-2016). Task: Predict the product of the given reaction. (1) Given the reactants Cl[C:2]1[N:10]=[C:9](Cl)[C:8]([F:12])=[CH:7][C:3]=1[C:4]([NH2:6])=[O:5].[NH2:13][C:14]1[CH:26]=[CH:25][C:17]([C:18]([NH:20][C:21]([CH3:24])([CH3:23])[CH3:22])=[O:19])=[CH:16][CH:15]=1.C(O[C:32](=[O:39])[NH:33][C@H:34]1[CH2:38][CH2:37][NH:36][CH2:35]1)(C)(C)C.[C:40](O)(=O)[CH:41]=C, predict the reaction product. The product is: [C:32]([NH:33][C@H:34]1[CH2:38][CH2:37][N:36]([C:9]2[C:8]([F:12])=[CH:7][C:3]([C:4]([NH2:6])=[O:5])=[C:2]([NH:13][C:14]3[CH:26]=[CH:25][C:17]([C:18](=[O:19])[NH:20][C:21]([CH3:22])([CH3:23])[CH3:24])=[CH:16][CH:15]=3)[N:10]=2)[CH2:35]1)(=[O:39])[CH:40]=[CH2:41]. (2) Given the reactants [F:1][C:2]1[CH:3]=[C:4]([C:9]2[CH:14]=[CH:13][C:12]([C:15]([F:18])([F:17])[F:16])=[C:11]([F:19])[CH:10]=2)[CH:5]=[CH:6][C:7]=1[NH2:8].[S-:20][C:21]#[N:22].[NH4+], predict the reaction product. The product is: [F:1][C:2]1[CH:3]=[C:4]([C:9]2[CH:14]=[CH:13][C:12]([C:15]([F:16])([F:17])[F:18])=[C:11]([F:19])[CH:10]=2)[CH:5]=[CH:6][C:7]=1[NH:8][C:21]([NH2:22])=[S:20]. (3) The product is: [O:27]=[C:22]1[CH2:26][CH2:25][CH:24]2[CH:23]1[C@H:7]2[C:5]([O:4][CH2:2][CH3:3])=[O:6]. Given the reactants [Br-].[CH2:2]([O:4][C:5]([CH2:7][S+](C)C)=[O:6])[CH3:3].N12CCCN=C1CCCCC2.[C:22]1(=[O:27])[CH2:26][CH2:25][CH:24]=[CH:23]1.COC(C)(C)C, predict the reaction product. (4) Given the reactants C(OC(=O)[NH:7][C:8]1[N:13]=[CH:12][C:11]([C:14](=[O:34])[NH:15][CH2:16][CH:17]2[CH2:22][CH2:21][N:20]([S:23]([CH2:26][CH2:27][C:28]3[CH:33]=[CH:32][CH:31]=[CH:30][CH:29]=3)(=[O:25])=[O:24])[CH2:19][CH2:18]2)=[CH:10][N:9]=1)(C)(C)C, predict the reaction product. The product is: [C:28]1([CH2:27][CH2:26][S:23]([N:20]2[CH2:21][CH2:22][CH:17]([CH2:16][NH:15][C:14]([C:11]3[CH:12]=[N:13][C:8]([NH2:7])=[N:9][CH:10]=3)=[O:34])[CH2:18][CH2:19]2)(=[O:25])=[O:24])[CH:29]=[CH:30][CH:31]=[CH:32][CH:33]=1. (5) Given the reactants [CH2:1]([C:5]1[CH:6]=[N:7][C:8](Cl)=[C:9]([CH:26]=1)[C:10]([NH:12][C:13](=[NH:25])[CH2:14][O:15][CH2:16][CH2:17][C:18]1[CH:23]=[CH:22][CH:21]=[C:20]([Cl:24])[CH:19]=1)=[O:11])[CH2:2][CH2:3][CH3:4].CC([O-])(C)C.[K+], predict the reaction product. The product is: [CH2:1]([C:5]1[CH:6]=[N:7][C:8]2[N:25]=[C:13]([CH2:14][O:15][CH2:16][CH2:17][C:18]3[CH:23]=[CH:22][CH:21]=[C:20]([Cl:24])[CH:19]=3)[NH:12][C:10](=[O:11])[C:9]=2[CH:26]=1)[CH2:2][CH2:3][CH3:4]. (6) Given the reactants [CH2:1]([C:4]1[C:26]([N:27]([CH2:34][CH3:35])[CH:28]2[CH2:33][CH2:32][O:31][CH2:30][CH2:29]2)=[CH:25][CH:24]=[CH:23][C:5]=1[C:6]([NH:8][CH2:9][C:10]1[C:11]([O:21][CH3:22])=[N:12][C:13]([CH3:20])=[CH:14][C:15]=1[O:16][CH2:17][CH:18]=[CH2:19])=[O:7])C=C, predict the reaction product. The product is: [CH2:34]([N:27]([CH:28]1[CH2:33][CH2:32][O:31][CH2:30][CH2:29]1)[C:26]1[C:4]2[CH2:1][CH:19]=[CH:18][CH2:17][O:16][C:15]3[CH:14]=[C:13]([CH3:20])[N:12]=[C:11]([O:21][CH3:22])[C:10]=3[CH2:9][NH:8][C:6](=[O:7])[C:5]=2[CH:23]=[CH:24][CH:25]=1)[CH3:35]. (7) Given the reactants [Cl:1][C:2]1[CH:7]=[C:6]([F:8])[C:5]([CH2:9][C:10]#[N:11])=[C:4]([F:12])[CH:3]=1.[F:13][C:14]1[C:21]([Cl:22])=[CH:20][CH:19]=[CH:18][C:15]=1[CH:16]=O.C[O-].[Na+], predict the reaction product. The product is: [Cl:1][C:2]1[CH:3]=[C:4]([F:12])[C:5](/[C:9](=[CH:16]/[C:15]2[CH:18]=[CH:19][CH:20]=[C:21]([Cl:22])[C:14]=2[F:13])/[C:10]#[N:11])=[C:6]([F:8])[CH:7]=1. (8) Given the reactants C(=S)(OC1C=CC=CC=1)O[C@@H:3]1[C@@H:7]2[O:8][CH:9]([C:12]3[CH:17]=[CH:16][C:15]([O:18][CH3:19])=[CH:14][CH:13]=3)[O:10][CH2:11][C@@H:6]2[CH2:5][C@H:4]1[N:20]1[C:24]2[N:25]=[CH:26][N:27]=[C:28]([NH:29][C@@H:30]3[C:38]4[C:33](=[CH:34][CH:35]=[CH:36][CH:37]=4)[CH2:32][CH2:31]3)[C:23]=2[CH:22]=[CH:21]1.C([SnH](CCCC)CCCC)CCC.N(C(C)(C)C#N)=NC(C)(C)C#N, predict the reaction product. The product is: [C@@H:30]1([NH:29][C:28]2[C:23]3[CH:22]=[CH:21][N:20]([C@H:4]4[CH2:3][C@@H:7]5[O:8][CH:9]([C:12]6[CH:13]=[CH:14][C:15]([O:18][CH3:19])=[CH:16][CH:17]=6)[O:10][CH2:11][C@@H:6]5[CH2:5]4)[C:24]=3[N:25]=[CH:26][N:27]=2)[C:38]2[C:33](=[CH:34][CH:35]=[CH:36][CH:37]=2)[CH2:32][CH2:31]1. (9) Given the reactants [I:1][C:2]1[CH:3]=[N:4][NH:5][CH:6]=1.Cl[CH2:8][C:9]1[CH:14]=[CH:13][C:12]([O:15][CH3:16])=[CH:11][CH:10]=1.C([O-])([O-])=O.[K+].[K+], predict the reaction product. The product is: [I:1][C:2]1[CH:3]=[N:4][N:5]([CH2:8][C:9]2[CH:14]=[CH:13][C:12]([O:15][CH3:16])=[CH:11][CH:10]=2)[CH:6]=1. (10) Given the reactants [CH3:1][O:2][C:3]1[CH:4]=[CH:5][C:6]2[O:11][CH2:10][CH:9]([C:12]3[CH:17]=[CH:16][CH:15]=[C:14]([C:18]([F:21])([F:20])[F:19])[CH:13]=3)[N:8]([CH2:22][C:23]#[N:24])[C:7]=2[CH:25]=1.[CH:26]1([C:29](Cl)=[O:30])[CH2:28][CH2:27]1, predict the reaction product. The product is: [CH3:1][O:2][C:3]1[CH:4]=[CH:5][C:6]2[O:11][CH2:10][CH:9]([C:12]3[CH:17]=[CH:16][CH:15]=[C:14]([C:18]([F:20])([F:21])[F:19])[CH:13]=3)[N:8]([CH2:22][CH2:23][NH:24][C:29]([CH:26]3[CH2:28][CH2:27]3)=[O:30])[C:7]=2[CH:25]=1.